From a dataset of Forward reaction prediction with 1.9M reactions from USPTO patents (1976-2016). Predict the product of the given reaction. (1) The product is: [CH:16]([N:14]([CH3:15])[C:12]1[C:11]([C:19]([F:20])([F:21])[F:22])=[CH:10][C:9]2[NH:23][C:24](=[O:40])[CH2:25][C:26]([C:28]3[CH:33]=[CH:32][CH:31]=[C:30]([C:34]4[O:38][N:37]=[C:36]([CH3:39])[CH:35]=4)[CH:29]=3)=[N:7][C:8]=2[CH:13]=1)([CH3:17])[CH3:18]. Given the reactants C(OC(=O)[NH:7][C:8]1[CH:13]=[C:12]([N:14]([CH:16]([CH3:18])[CH3:17])[CH3:15])[C:11]([C:19]([F:22])([F:21])[F:20])=[CH:10][C:9]=1[NH:23][C:24](=[O:40])[CH2:25][C:26]([C:28]1[CH:33]=[CH:32][CH:31]=[C:30]([C:34]2[O:38][N:37]=[C:36]([CH3:39])[CH:35]=2)[CH:29]=1)=O)(C)(C)C.C(O)(C(F)(F)F)=O, predict the reaction product. (2) Given the reactants C([Sn](CCCC)(CCCC)[C:6]1[NH:10][N:9]=[C:8]([C:11]([O:13][CH2:14][CH3:15])=[O:12])[CH:7]=1)CCC.Br[C:25]1[N:30]2[N:31]=[CH:32][N:33]=[C:29]2[C:28]([NH:34][C:35]2[CH:40]=[CH:39][C:38]([N:41]3[CH2:46][C@@H:45]4[CH2:47][C@H:42]3[CH2:43][N:44]4[CH:48]([CH3:50])[CH3:49])=[CH:37][CH:36]=2)=[N:27][CH:26]=1, predict the reaction product. The product is: [CH:48]([N:44]1[CH2:43][C@@H:42]2[CH2:47][C@H:45]1[CH2:46][N:41]2[C:38]1[CH:37]=[CH:36][C:35]([NH:34][C:28]2[C:29]3[N:30]([N:31]=[CH:32][N:33]=3)[C:25]([C:6]3[NH:10][N:9]=[C:8]([C:11]([O:13][CH2:14][CH3:15])=[O:12])[CH:7]=3)=[CH:26][N:27]=2)=[CH:40][CH:39]=1)([CH3:50])[CH3:49]. (3) Given the reactants Br[C:2]1[CH:3]=[CH:4][C:5]([CH:8]([OH:13])[C:9]([F:12])([F:11])[F:10])=[N:6][CH:7]=1.[B:14]1([B:14]2[O:18][C:17]([CH3:20])([CH3:19])[C:16]([CH3:22])([CH3:21])[O:15]2)[O:18][C:17]([CH3:20])([CH3:19])[C:16]([CH3:22])([CH3:21])[O:15]1.CC([O-])=O.[K+], predict the reaction product. The product is: [F:10][C:9]([F:12])([F:11])[CH:8]([C:5]1[CH:4]=[CH:3][C:2]([B:14]2[O:18][C:17]([CH3:20])([CH3:19])[C:16]([CH3:22])([CH3:21])[O:15]2)=[CH:7][N:6]=1)[OH:13]. (4) Given the reactants Br[CH2:2][CH2:3][CH:4]([O:9][C:10]1[CH:15]=[C:14]([F:16])[CH:13]=[C:12]([Br:17])[CH:11]=1)[C:5]([O:7][CH3:8])=[O:6].CC(C)([O-])C.[K+], predict the reaction product. The product is: [Br:17][C:12]1[CH:11]=[C:10]([CH:15]=[C:14]([F:16])[CH:13]=1)[O:9][C:4]1([C:5]([O:7][CH3:8])=[O:6])[CH2:2][CH2:3]1. (5) The product is: [CH3:3][S:4]([C:7]1[S:11][CH:10]=[C:9]([C:12]2[C:21]3[C:16](=[CH:17][C:18]([C:22]4[CH:23]=[CH:24][C:25]([O:28][C:29]([F:32])([F:31])[F:30])=[CH:26][CH:27]=4)=[CH:19][CH:20]=3)[CH:15]=[C:14]([C:33]([OH:35])=[O:34])[CH:13]=2)[CH:8]=1)(=[O:5])=[O:6]. Given the reactants [Li+].[OH-].[CH3:3][S:4]([C:7]1[S:11][CH:10]=[C:9]([C:12]2[C:21]3[C:16](=[CH:17][C:18]([C:22]4[CH:27]=[CH:26][C:25]([O:28][C:29]([F:32])([F:31])[F:30])=[CH:24][CH:23]=4)=[CH:19][CH:20]=3)[CH:15]=[C:14]([C:33]([O:35]CC)=[O:34])[CH:13]=2)[CH:8]=1)(=[O:6])=[O:5], predict the reaction product. (6) Given the reactants C1(OC(=O)[N:9]([C:19]2[CH:24]=[C:23]([O:25][C:26]3[CH:31]=[CH:30][C:29]([NH:32][C:33]([C:35]4([C:38](=[O:47])[NH:39][C:40]5[CH:45]=[CH:44][C:43]([F:46])=[CH:42][CH:41]=5)[CH2:37][CH2:36]4)=[O:34])=[C:28]([F:48])[CH:27]=3)[CH:22]=[CH:21][N:20]=2)[C:10](OC2C=CC=CC=2)=[O:11])C=CC=CC=1.[NH:50]1[CH2:54][CH2:53][CH2:52][CH2:51]1, predict the reaction product. The product is: [F:46][C:43]1[CH:42]=[CH:41][C:40]([NH:39][C:38]([C:35]2([C:33]([NH:32][C:29]3[CH:30]=[CH:31][C:26]([O:25][C:23]4[CH:22]=[CH:21][N:20]=[C:19]([NH:9][C:10]([N:50]5[CH2:54][CH2:53][CH2:52][CH2:51]5)=[O:11])[CH:24]=4)=[CH:27][C:28]=3[F:48])=[O:34])[CH2:37][CH2:36]2)=[O:47])=[CH:45][CH:44]=1.